Task: Predict which catalyst facilitates the given reaction.. Dataset: Catalyst prediction with 721,799 reactions and 888 catalyst types from USPTO (1) Reactant: [CH3:1][C:2]1[CH:7]=[C:6]([CH3:8])[NH:5][C:4](=[O:9])[C:3]=1[C:10]([O:12][CH2:13][CH3:14])=[O:11].[C:15]1(B(O)O)[CH:20]=[CH:19][CH:18]=[CH:17][CH:16]=1.N1C=CC=CC=1. Product: [CH3:1][C:2]1[CH:7]=[C:6]([CH3:8])[N:5]([C:15]2[CH:20]=[CH:19][CH:18]=[CH:17][CH:16]=2)[C:4](=[O:9])[C:3]=1[C:10]([O:12][CH2:13][CH3:14])=[O:11]. The catalyst class is: 12. (2) Reactant: [C:1]1([CH2:11][NH:12][C:13]([C:15]2O[C:17]([NH:20][CH2:21][CH:22]=[C:23]([CH3:25])[CH3:24])=[N:18][N:19]=2)=[O:14])[C:10]2[C:5](=[CH:6][CH:7]=[CH:8][CH:9]=2)[CH:4]=[CH:3][CH:2]=1.[OH:26][CH:27]1[CH2:32][CH2:31][CH2:30][NH:29][CH2:28]1. Product: [OH:26][CH:27]1[CH2:32][CH2:31][CH2:30][N:29]([C:17]2[N:20]([CH2:21][CH:22]=[C:23]([CH3:25])[CH3:24])[C:15]([C:13]([NH:12][CH2:11][C:1]3[C:10]4[C:5](=[CH:6][CH:7]=[CH:8][CH:9]=4)[CH:4]=[CH:3][CH:2]=3)=[O:14])=[N:19][N:18]=2)[CH2:28]1. The catalyst class is: 4. (3) Reactant: C(OC(=O)[NH:7][CH2:8][CH2:9][CH2:10][CH2:11][C:12]1[CH:17]=[CH:16][C:15]([O:18][CH2:19][CH:20]([OH:30])[CH2:21][NH:22][C:23]([O:25][C:26]([CH3:29])([CH3:28])[CH3:27])=[O:24])=[CH:14][CH:13]=1)(C)(C)C.[H][H]. Product: [C:26]([O:25][C:23](=[O:24])[NH:22][CH2:21][CH:20]([OH:30])[CH2:19][O:18][C:15]1[CH:16]=[CH:17][C:12]([CH2:11][CH2:10][CH2:9][CH2:8][NH2:7])=[CH:13][CH:14]=1)([CH3:29])([CH3:27])[CH3:28]. The catalyst class is: 43. (4) Reactant: [NH2:1][C:2]1[CH:7]=[CH:6][CH:5]=[CH:4][N:3]=1.[Br:8][C:9]1[CH:18]=[CH:17][C:12]([C:13](=O)[CH2:14]Br)=[CH:11][CH:10]=1.C(=O)([O-])O.[Na+].C(O)C. Product: [Br:8][C:9]1[CH:18]=[CH:17][C:12]([C:13]2[N:1]=[C:2]3[CH:7]=[CH:6][CH:5]=[CH:4][N:3]3[CH:14]=2)=[CH:11][CH:10]=1. The catalyst class is: 6.